Dataset: NCI-60 drug combinations with 297,098 pairs across 59 cell lines. Task: Regression. Given two drug SMILES strings and cell line genomic features, predict the synergy score measuring deviation from expected non-interaction effect. (1) Drug 1: CC1=C2C(C(=O)C3(C(CC4C(C3C(C(C2(C)C)(CC1OC(=O)C(C(C5=CC=CC=C5)NC(=O)C6=CC=CC=C6)O)O)OC(=O)C7=CC=CC=C7)(CO4)OC(=O)C)O)C)OC(=O)C. Drug 2: C1CN1C2=NC(=NC(=N2)N3CC3)N4CC4. Cell line: OVCAR-5. Synergy scores: CSS=62.5, Synergy_ZIP=-9.93, Synergy_Bliss=-6.21, Synergy_Loewe=-7.10, Synergy_HSA=-2.66. (2) Cell line: SF-539. Drug 2: CNC(=O)C1=NC=CC(=C1)OC2=CC=C(C=C2)NC(=O)NC3=CC(=C(C=C3)Cl)C(F)(F)F. Drug 1: CC1=C(C(CCC1)(C)C)C=CC(=CC=CC(=CC(=O)O)C)C. Synergy scores: CSS=17.7, Synergy_ZIP=1.85, Synergy_Bliss=7.77, Synergy_Loewe=-5.56, Synergy_HSA=4.84. (3) Drug 1: N.N.Cl[Pt+2]Cl. Drug 2: CC1C(C(CC(O1)OC2CC(CC3=C2C(=C4C(=C3O)C(=O)C5=CC=CC=C5C4=O)O)(C(=O)C)O)N)O. Cell line: NCI-H226. Synergy scores: CSS=42.2, Synergy_ZIP=-2.42, Synergy_Bliss=-0.503, Synergy_Loewe=-16.7, Synergy_HSA=2.46.